This data is from Full USPTO retrosynthesis dataset with 1.9M reactions from patents (1976-2016). The task is: Predict the reactants needed to synthesize the given product. (1) Given the product [CH:20]1([C:2]2[C:15]3[C:14]4[CH:13]=[CH:12][CH:11]=[CH:10][C:9]=4[C:8]4=[N:16][CH:17]=[CH:18][N:7]4[C:6]=3[CH:5]=[CH:4][CH:3]=2)[CH2:25][CH2:24][CH2:23][CH2:22][CH2:21]1, predict the reactants needed to synthesize it. The reactants are: Cl[C:2]1[C:15]2[C:14]3[CH:13]=[CH:12][CH:11]=[CH:10][C:9]=3[C:8]3=[N:16][CH:17]=[CH:18][N:7]3[C:6]=2[CH:5]=[CH:4][CH:3]=1.[Br-].[CH:20]1([Zn+])[CH2:25][CH2:24][CH2:23][CH2:22][CH2:21]1. (2) Given the product [N:31]1([CH:37]2[CH2:42][CH2:41][N:40]([CH2:2][CH2:3][CH2:4][O:5][C:6]3[CH:15]=[C:14]4[C:9]([C:10]([NH:18][C:19]5[CH:24]=[C:23]([O:25][CH3:26])[C:22]([Cl:27])=[CH:21][C:20]=5[Cl:28])=[C:11]([C:16]#[N:17])[CH:12]=[N:13]4)=[CH:8][C:7]=3[O:29][CH3:30])[CH2:39][CH2:38]2)[CH2:36][CH2:35][CH2:34][CH2:33][CH2:32]1, predict the reactants needed to synthesize it. The reactants are: Cl[CH2:2][CH2:3][CH2:4][O:5][C:6]1[CH:15]=[C:14]2[C:9]([C:10]([NH:18][C:19]3[CH:24]=[C:23]([O:25][CH3:26])[C:22]([Cl:27])=[CH:21][C:20]=3[Cl:28])=[C:11]([C:16]#[N:17])[CH:12]=[N:13]2)=[CH:8][C:7]=1[O:29][CH3:30].[N:31]1([CH:37]2[CH2:42][CH2:41][NH:40][CH2:39][CH2:38]2)[CH2:36][CH2:35][CH2:34][CH2:33][CH2:32]1. (3) Given the product [CH3:17][C:5]1[CH:4]=[C:3]([CH2:2][N:1]([C:36]([O:35][C:31]([CH3:34])([CH3:33])[CH3:32])=[O:37])[CH2:29][C:24]2[CH:25]=[CH:26][CH:27]=[CH:28][N:23]=2)[C:12]2[C:7](=[CH:8][CH:9]=[CH:10][CH:11]=2)[C:6]=1[C:13]([OH:15])=[O:14], predict the reactants needed to synthesize it. The reactants are: [NH2:1][CH2:2][C:3]1[C:12]2[C:7](=[CH:8][CH:9]=[CH:10][CH:11]=2)[C:6]([C:13]([O:15]C)=[O:14])=[CH:5][CH:4]=1.[C:17](=O)([O-])[O-].[K+].[K+].[N:23]1[CH:28]=[CH:27][CH:26]=[CH:25][C:24]=1[CH2:29]N.[C:31]([O:35][C:36](O[C:36]([O:35][C:31]([CH3:34])([CH3:33])[CH3:32])=[O:37])=[O:37])([CH3:34])([CH3:33])[CH3:32].